Dataset: Forward reaction prediction with 1.9M reactions from USPTO patents (1976-2016). Task: Predict the product of the given reaction. (1) Given the reactants [OH:1][C:2]1[C:19]([O:20][CH2:21][CH2:22][CH2:23][CH2:24][CH2:25][CH3:26])=[CH:18][C:17]2[C:16]3[C:11](=[CH:12][C:13]([O:34][CH2:35][CH2:36][CH2:37][CH2:38][CH2:39][CH3:40])=[C:14]([O:27][CH2:28][CH2:29][CH2:30][CH2:31][CH2:32][CH3:33])[CH:15]=3)[C:10]3[C:5](=[CH:6][C:7]([O:48][CH2:49][CH2:50][CH2:51][CH2:52][CH2:53][CH3:54])=[C:8]([O:41][CH2:42][CH2:43][CH2:44][CH2:45][CH2:46][CH3:47])[CH:9]=3)[C:4]=2[CH:3]=1.Br[CH2:56][CH2:57][O:58][CH2:59][CH2:60][O:61][CH3:62].C(=O)([O-])[O-].[K+].[K+], predict the reaction product. The product is: [O:1]([C:2]1[C:19]([O:20][CH2:21][CH2:22][CH2:23][CH2:24][CH2:25][CH3:26])=[CH:18][C:17]2[C:16]3[C:11](=[CH:12][C:13]([O:34][CH2:35][CH2:36][CH2:37][CH2:38][CH2:39][CH3:40])=[C:14]([O:27][CH2:28][CH2:29][CH2:30][CH2:31][CH2:32][CH3:33])[CH:15]=3)[C:10]3[C:5](=[CH:6][C:7]([O:48][CH2:49][CH2:50][CH2:51][CH2:52][CH2:53][CH3:54])=[C:8]([O:41][CH2:42][CH2:43][CH2:44][CH2:45][CH2:46][CH3:47])[CH:9]=3)[C:4]=2[CH:3]=1)[CH2:56][CH2:57][O:58][CH2:59][CH2:60][O:61][CH3:62]. (2) Given the reactants [Cl:1][C:2]1[C:3]([N:20]2[CH2:25][CH2:24][CH:23]([C:26](=[O:39])[NH:27][S:28]([NH:31][C:32]3[CH:37]=[CH:36][C:35]([F:38])=[CH:34][CH:33]=3)(=[O:30])=[O:29])[CH2:22][CH2:21]2)=[N:4][C:5]([CH2:13][N:14]2[CH2:18][CH2:17][CH2:16][C:15]2=[O:19])=[C:6]([CH:12]=1)[C:7]([O:9][CH2:10][CH3:11])=[O:8].[H-].[Na+].IC.[CH3:44]COC(C)=O, predict the reaction product. The product is: [Cl:1][C:2]1[C:3]([N:20]2[CH2:25][CH2:24][CH:23]([C:26](=[O:39])[NH:27][S:28]([N:31]([C:32]3[CH:33]=[CH:34][C:35]([F:38])=[CH:36][CH:37]=3)[CH3:44])(=[O:30])=[O:29])[CH2:22][CH2:21]2)=[N:4][C:5]([CH2:13][N:14]2[CH2:18][CH2:17][CH2:16][C:15]2=[O:19])=[C:6]([CH:12]=1)[C:7]([O:9][CH2:10][CH3:11])=[O:8]. (3) Given the reactants [CH2:1]([C:3]1([C:28]#[N:29])[CH2:7][CH2:6][N:5]([C:8]2[CH:13]=[CH:12][N:11]=[C:10]([NH:14][C:15]3[CH:20]=[CH:19][C:18]([N:21]4[CH2:26][CH2:25][O:24][CH2:23][CH2:22]4)=[CH:17][CH:16]=3)[N:9]=2)[C:4]1=[O:27])[CH3:2].C(=O)=O.CO.C(#N)C, predict the reaction product. The product is: [CH2:1]([C@@:3]1([C:28]#[N:29])[CH2:7][CH2:6][N:5]([C:8]2[CH:13]=[CH:12][N:11]=[C:10]([NH:14][C:15]3[CH:16]=[CH:17][C:18]([N:21]4[CH2:26][CH2:25][O:24][CH2:23][CH2:22]4)=[CH:19][CH:20]=3)[N:9]=2)[C:4]1=[O:27])[CH3:2]. (4) Given the reactants [C:1]([NH:9][NH2:10])(=[O:8])[C:2]1[CH:7]=[CH:6][CH:5]=[CH:4][CH:3]=1.[CH:11]1[CH:16]=[CH:15][C:14](/[CH:17]=[CH:18]/[CH:19]=O)=[CH:13][CH:12]=1, predict the reaction product. The product is: [C:14]1(/[CH:17]=[CH:18]/[CH:19]=[N:10]/[NH:9][C:1](=[O:8])[C:2]2[CH:7]=[CH:6][CH:5]=[CH:4][CH:3]=2)[CH:15]=[CH:16][CH:11]=[CH:12][CH:13]=1.